Dataset: Forward reaction prediction with 1.9M reactions from USPTO patents (1976-2016). Task: Predict the product of the given reaction. (1) Given the reactants [OH:1][CH:2]1[CH2:7][CH2:6][N:5]([C:8]2[N:13]=[N:12][C:11]([C:14]3[CH:15]=[N:16][CH:17]=[C:18]([CH:24]=3)[C:19]([O:21][CH2:22][CH3:23])=[O:20])=[CH:10][CH:9]=2)[CH2:4][CH2:3]1.[Br:25][C:26]1[CH:31]=[CH:30][CH:29]=[CH:28][C:27]=1O.N(C(OCC)=O)=NC(OCC)=O.C1(P(C2C=CC=CC=2)C2C=CC=CC=2)C=CC=CC=1, predict the reaction product. The product is: [Br:25][C:26]1[CH:31]=[CH:30][CH:29]=[CH:28][C:27]=1[O:1][CH:2]1[CH2:7][CH2:6][N:5]([C:8]2[N:13]=[N:12][C:11]([C:14]3[CH:15]=[N:16][CH:17]=[C:18]([CH:24]=3)[C:19]([O:21][CH2:22][CH3:23])=[O:20])=[CH:10][CH:9]=2)[CH2:4][CH2:3]1. (2) Given the reactants [Cl:1][C:2]1[CH:7]=[CH:6][C:5]([CH:8]2[CH2:13][CH:12]([C:14]([O:16][CH3:17])=[O:15])[CH2:11][CH2:10][NH:9]2)=[C:4]([F:18])[CH:3]=1.CCN(C(C)C)C(C)C.[C:28](Cl)(=[O:31])[O:29][CH3:30], predict the reaction product. The product is: [Cl:1][C:2]1[CH:7]=[CH:6][C:5]([CH:8]2[CH2:13][CH:12]([C:14]([O:16][CH3:17])=[O:15])[CH2:11][CH2:10][N:9]2[C:28]([O:29][CH3:30])=[O:31])=[C:4]([F:18])[CH:3]=1. (3) Given the reactants [F:1][C:2]1[CH:7]=[CH:6][C:5]([C:8]2([CH2:13][CH2:14][CH2:15][N:16]3[CH2:21][CH2:20][CH2:19][CH:18]([CH2:22][OH:23])[CH2:17]3)OCC[O:9]2)=[CH:4][CH:3]=1.Cl, predict the reaction product. The product is: [F:1][C:2]1[CH:3]=[CH:4][C:5]([C:8](=[O:9])[CH2:13][CH2:14][CH2:15][N:16]2[CH2:21][CH2:20][CH2:19][CH:18]([CH2:22][OH:23])[CH2:17]2)=[CH:6][CH:7]=1. (4) Given the reactants [C:1]1([Mg]Cl)[CH:6]=[CH:5][CH:4]=[CH:3][CH:2]=1.[F:9][C:10]1[CH:18]=[CH:17][C:13]([C:14](Cl)=[O:15])=[CH:12][N:11]=1.O, predict the reaction product. The product is: [F:9][C:10]1[N:11]=[CH:12][C:13]([C:14]([C:1]2[CH:6]=[CH:5][CH:4]=[CH:3][CH:2]=2)=[O:15])=[CH:17][CH:18]=1. (5) Given the reactants [CH2:1]([N:8]1[CH2:12][CH:11]([N:13](C(OC(C)(C)C)=O)[CH2:14][C:15]2[CH:20]=[CH:19][C:18]([F:21])=[CH:17][C:16]=2[F:22])[CH2:10][CH:9]1[C:30](O)=[O:31])[C:2]1[CH:7]=[CH:6][CH:5]=[CH:4][CH:3]=1.[C:33]1([N:39]2[CH2:44][CH2:43][NH:42][CH2:41][CH2:40]2)[CH:38]=[CH:37][CH:36]=[CH:35][CH:34]=1, predict the reaction product. The product is: [CH2:1]([N:8]1[CH2:12][C@@H:11]([NH:13][CH2:14][C:15]2[CH:20]=[CH:19][C:18]([F:21])=[CH:17][C:16]=2[F:22])[CH2:10][C@H:9]1[C:30]([N:42]1[CH2:43][CH2:44][N:39]([C:33]2[CH:38]=[CH:37][CH:36]=[CH:35][CH:34]=2)[CH2:40][CH2:41]1)=[O:31])[C:2]1[CH:7]=[CH:6][CH:5]=[CH:4][CH:3]=1.